Dataset: Peptide-MHC class I binding affinity with 185,985 pairs from IEDB/IMGT. Task: Regression. Given a peptide amino acid sequence and an MHC pseudo amino acid sequence, predict their binding affinity value. This is MHC class I binding data. (1) The peptide sequence is SVSAKQLRTR. The MHC is HLA-A31:01 with pseudo-sequence HLA-A31:01. The binding affinity (normalized) is 0.394. (2) The peptide sequence is IQPGRGFVLY. The MHC is HLA-A32:01 with pseudo-sequence HLA-A32:01. The binding affinity (normalized) is 0.0915. (3) The peptide sequence is ITPDNFSQIIK. The MHC is Mamu-A01 with pseudo-sequence Mamu-A01. The binding affinity (normalized) is 0.552. (4) The peptide sequence is DELGNILSVY. The MHC is HLA-B18:01 with pseudo-sequence HLA-B18:01. The binding affinity (normalized) is 0.797. (5) The peptide sequence is RARKRGITM. The MHC is HLA-A01:01 with pseudo-sequence HLA-A01:01. The binding affinity (normalized) is 0.0847. (6) The peptide sequence is GRYIVYSSY. The MHC is HLA-A02:03 with pseudo-sequence HLA-A02:03. The binding affinity (normalized) is 0.0847.